This data is from Reaction yield outcomes from USPTO patents with 853,638 reactions. The task is: Predict the reaction yield, written as a fraction of the theoretical maximum amount of product (1.0 means a 100% yield; for example, 0.34 means a 34% yield). The reactants are C[O:2][C:3]1[CH:4]=[C:5]2[C:10](=[CH:11][CH:12]=1)[N:9]=[C:8]([C:13]1[CH:14]=[N:15][CH:16]=[CH:17][CH:18]=1)[N:7]=[C:6]2[NH:19][CH3:20].B(Br)(Br)Br.ClCCl.C([O-])(O)=O.[Na+]. No catalyst specified. The product is [CH3:20][NH:19][C:6]1[C:5]2[C:10](=[CH:11][CH:12]=[C:3]([OH:2])[CH:4]=2)[N:9]=[C:8]([C:13]2[CH:14]=[N:15][CH:16]=[CH:17][CH:18]=2)[N:7]=1. The yield is 0.990.